From a dataset of Forward reaction prediction with 1.9M reactions from USPTO patents (1976-2016). Predict the product of the given reaction. (1) Given the reactants [CH2:1]([O:8][C:9]1[CH:10]=[CH:11][C:12]([O:19][CH2:20][C@H:21]2[CH2:23][O:22]2)=[C:13]([O:15]C(=O)C)[CH:14]=1)[C:2]1[CH:7]=[CH:6][CH:5]=[CH:4][CH:3]=1.[OH-].[Na+], predict the reaction product. The product is: [CH2:1]([O:8][C:9]1[CH:10]=[CH:11][C:12]2[O:19][CH2:20][C@H:21]([CH2:23][OH:22])[O:15][C:13]=2[CH:14]=1)[C:2]1[CH:3]=[CH:4][CH:5]=[CH:6][CH:7]=1. (2) Given the reactants C[C:2]1[CH:7]=[CH:6][C:5]([NH:8][C:9]2[N:14]=[C:13]([C:15]3[CH:16]=[N:17][CH:18]=[CH:19][CH:20]=3)[CH:12]=[CH:11][N:10]=2)=[CH:4][C:3]=1[NH2:21].C[O:23][C:24](=O)[C:25]1[CH:30]=[CH:29][C:28]([CH2:31][N:32]2[CH2:37][CH2:36][N:35]([CH3:38])[CH2:34][CH2:33]2)=[CH:27][CH:26]=1.[O-][CH2:41]C.[Na+], predict the reaction product. The product is: [CH3:41][C:6]1[CH:7]=[CH:2][C:3]([NH:21][C:24]([C:25]2[CH:30]=[CH:29][C:28]([CH2:31][N:32]3[CH2:33][CH2:34][N:35]([CH3:38])[CH2:36][CH2:37]3)=[CH:27][CH:26]=2)=[O:23])=[CH:4][C:5]=1[NH:8][C:9]1[N:10]=[CH:11][CH:12]=[C:13]([C:15]2[CH:20]=[CH:19][CH:18]=[N:17][CH:16]=2)[N:14]=1. (3) Given the reactants [CH3:1][O:2][C:3]1[CH:12]=[CH:11][C:6]([C:7]([NH:9][NH2:10])=O)=[CH:5][CH:4]=1.Cl.[CH3:14][NH:15][C:16](=NC)[CH2:17][CH2:18][CH2:19][CH:20]=[CH2:21], predict the reaction product. The product is: [CH3:14][N:15]1[C:16]([CH2:17][CH2:18][CH2:19][CH:20]=[CH2:21])=[N:10][N:9]=[C:7]1[C:6]1[CH:11]=[CH:12][C:3]([O:2][CH3:1])=[CH:4][CH:5]=1. (4) Given the reactants [NH2:1][C:2]1[CH:22]=[CH:21][C:5]([CH2:6][N:7]([CH:15]2[CH2:20][CH2:19][CH2:18][CH2:17][CH2:16]2)[C:8]([C:10]2[O:11][CH:12]=[CH:13][CH:14]=2)=[O:9])=[CH:4][CH:3]=1.[CH:23]1[C:35]2[CH:34]([CH2:36][O:37][C:38]([NH:40][CH2:41][C:42](O)=[O:43])=[O:39])[C:33]3[C:28](=[CH:29][CH:30]=[CH:31][CH:32]=3)[C:27]=2[CH:26]=[CH:25][CH:24]=1.C1C2C(COC(=O)N[C@H](C(=O)NC3C=CC(C)=CC=3)CCCCNC(OC(C)(C)C)=O)C3C(=CC=CC=3)C=2C=CC=1, predict the reaction product. The product is: [CH:32]1[C:33]2[CH:34]([CH2:36][O:37][C:38](=[O:39])[NH:40][CH2:41][C:42](=[O:43])[NH:1][C:2]3[CH:3]=[CH:4][C:5]([CH2:6][N:7]([CH:15]4[CH2:20][CH2:19][CH2:18][CH2:17][CH2:16]4)[C:8]([C:10]4[O:11][CH:12]=[CH:13][CH:14]=4)=[O:9])=[CH:21][CH:22]=3)[C:35]3[C:27](=[CH:26][CH:25]=[CH:24][CH:23]=3)[C:28]=2[CH:29]=[CH:30][CH:31]=1. (5) Given the reactants [C:1]([N:4]1[C:13]2[C:8](=[CH:9][CH:10]=[CH:11][CH:12]=2)[C:7](=[N:14][C:15]2[CH:20]=[CH:19][C:18]([O:21]C(=O)C)=[CH:17][CH:16]=2)[CH2:6][CH:5]1[CH3:25])(=[O:3])[CH3:2].C([BH3-])#N.[Na+].[ClH:30].C([O-])(O)=O.[Na+], predict the reaction product. The product is: [ClH:30].[C:1]([N:4]1[C:13]2[C:8](=[CH:9][CH:10]=[CH:11][CH:12]=2)[C@H:7]([NH:14][C:15]2[CH:16]=[CH:17][C:18]([OH:21])=[CH:19][CH:20]=2)[CH2:6][C@@H:5]1[CH3:25])(=[O:3])[CH3:2].